Dataset: CYP2C9 inhibition data for predicting drug metabolism from PubChem BioAssay. Task: Regression/Classification. Given a drug SMILES string, predict its absorption, distribution, metabolism, or excretion properties. Task type varies by dataset: regression for continuous measurements (e.g., permeability, clearance, half-life) or binary classification for categorical outcomes (e.g., BBB penetration, CYP inhibition). Dataset: cyp2c9_veith. (1) The drug is O[C@H](c1cc(C(F)(F)F)nc2c(C(F)(F)F)cccc12)[C@H]1CCCCN1. The result is 0 (non-inhibitor). (2) The drug is CS[C@@H](CC(=O)O)C(=O)O. The result is 0 (non-inhibitor). (3) The molecule is CN(C)C(=O)c1ccc(-c2cncnc2NCc2cccs2)cc1. The result is 0 (non-inhibitor). (4) The result is 0 (non-inhibitor). The drug is Cc1ccc(S(=O)(=O)O)cc1.N=C(N)SCCc1ccccn1. (5) The compound is Clc1cccc(Cl)c1C(Nc1nncs1)Nc1nncs1. The result is 0 (non-inhibitor).